Regression. Given two drug SMILES strings and cell line genomic features, predict the synergy score measuring deviation from expected non-interaction effect. From a dataset of NCI-60 drug combinations with 297,098 pairs across 59 cell lines. (1) Drug 1: CC1=C2C(C(=O)C3(C(CC4C(C3C(C(C2(C)C)(CC1OC(=O)C(C(C5=CC=CC=C5)NC(=O)C6=CC=CC=C6)O)O)OC(=O)C7=CC=CC=C7)(CO4)OC(=O)C)O)C)OC(=O)C. Drug 2: C1=NC2=C(N1)C(=S)N=CN2. Cell line: OVCAR-5. Synergy scores: CSS=60.8, Synergy_ZIP=-8.70, Synergy_Bliss=-6.25, Synergy_Loewe=-15.1, Synergy_HSA=-2.63. (2) Drug 1: CC=C1C(=O)NC(C(=O)OC2CC(=O)NC(C(=O)NC(CSSCCC=C2)C(=O)N1)C(C)C)C(C)C. Drug 2: C1CN(P(=O)(OC1)NCCCl)CCCl. Cell line: K-562. Synergy scores: CSS=22.6, Synergy_ZIP=2.91, Synergy_Bliss=-3.12, Synergy_Loewe=-60.0, Synergy_HSA=-3.63. (3) Drug 1: CN1C(=O)N2C=NC(=C2N=N1)C(=O)N. Drug 2: CN1C2=C(C=C(C=C2)N(CCCl)CCCl)N=C1CCCC(=O)O.Cl. Cell line: HOP-62. Synergy scores: CSS=-2.71, Synergy_ZIP=7.38, Synergy_Bliss=8.63, Synergy_Loewe=0.585, Synergy_HSA=-2.38. (4) Drug 1: CC1=C2C(C(=O)C3(C(CC4C(C3C(C(C2(C)C)(CC1OC(=O)C(C(C5=CC=CC=C5)NC(=O)C6=CC=CC=C6)O)O)OC(=O)C7=CC=CC=C7)(CO4)OC(=O)C)O)C)OC(=O)C. Drug 2: C1=NC2=C(N1)C(=S)N=CN2. Cell line: ACHN. Synergy scores: CSS=15.3, Synergy_ZIP=-8.80, Synergy_Bliss=-2.52, Synergy_Loewe=-8.15, Synergy_HSA=-3.41. (5) Drug 1: C1CCN(CC1)CCOC2=CC=C(C=C2)C(=O)C3=C(SC4=C3C=CC(=C4)O)C5=CC=C(C=C5)O. Drug 2: CN(C)C1=NC(=NC(=N1)N(C)C)N(C)C. Cell line: HT29. Synergy scores: CSS=-3.05, Synergy_ZIP=8.05, Synergy_Bliss=7.38, Synergy_Loewe=0.436, Synergy_HSA=-1.06. (6) Drug 1: CC1=C(C=C(C=C1)NC(=O)C2=CC=C(C=C2)CN3CCN(CC3)C)NC4=NC=CC(=N4)C5=CN=CC=C5. Drug 2: C1CN(P(=O)(OC1)NCCCl)CCCl. Cell line: TK-10. Synergy scores: CSS=-6.54, Synergy_ZIP=0.597, Synergy_Bliss=-5.05, Synergy_Loewe=-9.73, Synergy_HSA=-9.68. (7) Drug 1: CC1=C(C(=O)C2=C(C1=O)N3CC4C(C3(C2COC(=O)N)OC)N4)N. Cell line: CAKI-1. Synergy scores: CSS=28.8, Synergy_ZIP=-5.79, Synergy_Bliss=1.36, Synergy_Loewe=-32.4, Synergy_HSA=1.09. Drug 2: C(CN)CNCCSP(=O)(O)O.